Task: Regression. Given a peptide amino acid sequence and an MHC pseudo amino acid sequence, predict their binding affinity value. This is MHC class I binding data.. Dataset: Peptide-MHC class I binding affinity with 185,985 pairs from IEDB/IMGT (1) The peptide sequence is WLHECTDESR. The MHC is HLA-A03:01 with pseudo-sequence HLA-A03:01. The binding affinity (normalized) is 0. (2) The peptide sequence is GPATAQMAL. The MHC is HLA-B07:02 with pseudo-sequence HLA-B07:02. The binding affinity (normalized) is 0.838. (3) The peptide sequence is SVGTGILFM. The MHC is HLA-A68:01 with pseudo-sequence HLA-A68:01. The binding affinity (normalized) is 0.0486.